This data is from Peptide-MHC class I binding affinity with 185,985 pairs from IEDB/IMGT. The task is: Regression. Given a peptide amino acid sequence and an MHC pseudo amino acid sequence, predict their binding affinity value. This is MHC class I binding data. (1) The peptide sequence is TQIQTRRSF. The MHC is HLA-B27:05 with pseudo-sequence HLA-B27:05. The binding affinity (normalized) is 0.356. (2) The peptide sequence is GYIPIERVL. The MHC is HLA-A01:01 with pseudo-sequence HLA-A01:01. The binding affinity (normalized) is 0.0847. (3) The peptide sequence is TVDVRNIVT. The MHC is HLA-A02:01 with pseudo-sequence HLA-A02:01. The binding affinity (normalized) is 0.144. (4) The peptide sequence is NLLNNYDVL. The MHC is H-2-Kb with pseudo-sequence H-2-Kb. The binding affinity (normalized) is 0.